Dataset: Full USPTO retrosynthesis dataset with 1.9M reactions from patents (1976-2016). Task: Predict the reactants needed to synthesize the given product. Given the product [CH2:1]([Si:3]([C:8]#[C:9][C@:10]1([CH2:35][O:36][CH2:37][C:38]2[CH:39]=[CH:40][CH:41]=[CH:42][CH:43]=2)[O:14][C@@H:13]([N:15]2[CH:22]=[CH:21][C:19](=[O:20])[NH:18][C:16]2=[O:17])[C@H:12]([OH:23])[C@@H:11]1[O:27][CH2:28][C:29]1[CH:34]=[CH:33][CH:32]=[CH:31][CH:30]=1)([CH2:6][CH3:7])[CH2:4][CH3:5])[CH3:2], predict the reactants needed to synthesize it. The reactants are: [CH2:1]([Si:3]([C:8]#[C:9][C@:10]1([CH2:35][O:36][CH2:37][C:38]2[CH:43]=[CH:42][CH:41]=[CH:40][CH:39]=2)[O:14][C@@H:13]([N:15]2[CH:22]=[CH:21][C:19](=[O:20])[NH:18][C:16]2=[O:17])[C@H:12]([O:23]C(=O)C)[C@@H:11]1[O:27][CH2:28][C:29]1[CH:34]=[CH:33][CH:32]=[CH:31][CH:30]=1)([CH2:6][CH3:7])[CH2:4][CH3:5])[CH3:2].C(N(CC)CC)C.